Dataset: HIV replication inhibition screening data with 41,000+ compounds from the AIDS Antiviral Screen. Task: Binary Classification. Given a drug SMILES string, predict its activity (active/inactive) in a high-throughput screening assay against a specified biological target. (1) The compound is O=C(NN=Cc1ccc(O)cc1)c1ccc(OCc2nc3ccccc3[nH]2)cc1. The result is 0 (inactive). (2) The drug is COc1ccc(N=Nc2c(=N)[nH]n3cc4c(nc23)CCCCC4)cc1. The result is 0 (inactive). (3) The compound is CC1C2(C)OC(=N)C(C#N)(C(c3cccc([N+](=O)[O-])c3)O2)C1(C#N)C#N. The result is 0 (inactive). (4) The drug is O=C(O)c1cnc2c(ccc3ncc(C(=O)O)c(O)c32)c1O. The result is 0 (inactive). (5) The compound is COC(=O)C1CC(=CN(C)C)C(=S)N1. The result is 0 (inactive). (6) The drug is CCN(CC)CC(=O)Nc1cc(NC(=O)CN(CC)CC)c(C)c(NC(=O)CN(CC)CC)c1. The result is 0 (inactive). (7) The compound is CCCCCC(=O)Cc1cc(O)cc2c1C(=O)Oc1cc(O)c(C(=O)O)c(CCCCC)c1O2. The result is 0 (inactive). (8) The compound is COc1ccc2c(c1)CSCC2=O. The result is 0 (inactive). (9) The drug is Cn1cccnc1=O. The result is 0 (inactive).